Predict the reactants needed to synthesize the given product. From a dataset of Full USPTO retrosynthesis dataset with 1.9M reactions from patents (1976-2016). Given the product [O:2]1[C:6]2[CH:7]=[CH:8][CH:9]=[C:10]([CH:11]3[CH2:16][CH2:15][N:14]([CH2:17][CH2:18][CH:19]4[CH2:20][CH2:21][CH:22]([NH:25][C:35](=[O:36])[CH2:34][C@H:31]5[CH2:32][CH2:33][C@H:28]([O:27][CH3:26])[CH2:29][CH2:30]5)[CH2:23][CH2:24]4)[CH2:13][CH2:12]3)[C:5]=2[O:4][CH2:3]1, predict the reactants needed to synthesize it. The reactants are: Cl.[O:2]1[C:6]2[CH:7]=[CH:8][CH:9]=[C:10]([CH:11]3[CH2:16][CH2:15][N:14]([CH2:17][CH2:18][C@H:19]4[CH2:24][CH2:23][C@H:22]([NH2:25])[CH2:21][CH2:20]4)[CH2:13][CH2:12]3)[C:5]=2[O:4][CH2:3]1.[CH3:26][O:27][C@H:28]1[CH2:33][CH2:32][C@H:31]([CH2:34][C:35](O)=[O:36])[CH2:30][CH2:29]1.